This data is from NCI-60 drug combinations with 297,098 pairs across 59 cell lines. The task is: Regression. Given two drug SMILES strings and cell line genomic features, predict the synergy score measuring deviation from expected non-interaction effect. Drug 1: CC1OCC2C(O1)C(C(C(O2)OC3C4COC(=O)C4C(C5=CC6=C(C=C35)OCO6)C7=CC(=C(C(=C7)OC)O)OC)O)O. Drug 2: CCC1(CC2CC(C3=C(CCN(C2)C1)C4=CC=CC=C4N3)(C5=C(C=C6C(=C5)C78CCN9C7C(C=CC9)(C(C(C8N6C)(C(=O)OC)O)OC(=O)C)CC)OC)C(=O)OC)O.OS(=O)(=O)O. Cell line: UACC-257. Synergy scores: CSS=24.0, Synergy_ZIP=-8.79, Synergy_Bliss=-5.43, Synergy_Loewe=-28.5, Synergy_HSA=-4.31.